From a dataset of Forward reaction prediction with 1.9M reactions from USPTO patents (1976-2016). Predict the product of the given reaction. (1) Given the reactants [NH2:1][CH2:2][CH:3]([C:5]1[CH:10]=[CH:9][CH:8]=[CH:7][CH:6]=1)[OH:4].[CH3:11][C:12]([O:15][C:16](O[C:16]([O:15][C:12]([CH3:14])([CH3:13])[CH3:11])=[O:17])=[O:17])([CH3:14])[CH3:13], predict the reaction product. The product is: [OH:4][CH:3]([C:5]1[CH:10]=[CH:9][CH:8]=[CH:7][CH:6]=1)[CH2:2][NH:1][C:16](=[O:17])[O:15][C:12]([CH3:14])([CH3:13])[CH3:11]. (2) The product is: [Cl:1][C:2]1[C:7]([N+:23]([O-:25])=[O:24])=[C:6]([CH3:8])[CH:5]=[C:4]([Cl:9])[N:3]=1. Given the reactants [Cl:1][C:2]1[CH:7]=[C:6]([CH3:8])[CH:5]=[C:4]([Cl:9])[N:3]=1.C(OC(C(F)(F)F)=O)(C(F)(F)F)=O.[N+:23]([O-])([OH:25])=[O:24].S(S([O-])=O)([O-])(=O)=O.[Na+].[Na+].[OH-].[Na+], predict the reaction product. (3) Given the reactants [CH3:1][N:2]([CH3:17])[CH2:3][C@@H:4]1[CH2:9][CH2:8][CH2:7][CH2:6][N:5]1CC1C=CC=CC=1.[ClH:18], predict the reaction product. The product is: [ClH:18].[CH3:1][N:2]([CH3:17])[CH2:3][C@@H:4]1[CH2:9][CH2:8][CH2:7][CH2:6][NH:5]1. (4) Given the reactants [Br:1][C:2]1[CH:7]=[CH:6][C:5]([C:8]2[CH:13]=[CH:12][C:11]([OH:14])=[CH:10][CH:9]=2)=[CH:4][CH:3]=1.C[O:16][C:17]([C:19]1[O:20][C:21]([CH2:24]Cl)=[CH:22][CH:23]=1)=[O:18], predict the reaction product. The product is: [Br:1][C:2]1[CH:3]=[CH:4][C:5]([C:8]2[CH:13]=[CH:12][C:11]([O:14][CH2:24][C:21]3[O:20][C:19]([C:17]([OH:18])=[O:16])=[CH:23][CH:22]=3)=[CH:10][CH:9]=2)=[CH:6][CH:7]=1. (5) Given the reactants [C:1]([C:3]([C:14](=[O:29])[N:15]([CH:26]([CH3:28])[CH3:27])[C:16]1[CH:25]=[CH:24][C:19]2[N:20]=[C:21]([SH:23])[S:22][C:18]=2[CH:17]=1)=[CH:4][C:5]1[CH:13]=[CH:12][C:8]([C:9]([OH:11])=O)=[CH:7][CH:6]=1)#[N:2].[CH2:30]([NH2:34])[CH:31]([CH3:33])[CH3:32].CN(C(ON1N=NC2C=CC=NC1=2)=[N+](C)C)C.F[P-](F)(F)(F)(F)F.C(N(CC)C(C)C)(C)C, predict the reaction product. The product is: [CH2:30]([NH:34][C:9](=[O:11])[C:8]1[CH:7]=[CH:6][C:5]([CH:4]=[C:3]([C:1]#[N:2])[C:14](=[O:29])[N:15]([CH:26]([CH3:27])[CH3:28])[C:16]2[CH:25]=[CH:24][C:19]3[N:20]=[C:21]([SH:23])[S:22][C:18]=3[CH:17]=2)=[CH:13][CH:12]=1)[CH:31]([CH3:33])[CH3:32]. (6) Given the reactants [F:1][C:2]1[CH:3]=[C:4]([C:8]2[N:13]=[CH:12][C:11]([C:14]([OH:16])=O)=[CH:10][CH:9]=2)[CH:5]=[CH:6][CH:7]=1.S(Cl)([Cl:19])=O, predict the reaction product. The product is: [F:1][C:2]1[CH:3]=[C:4]([C:8]2[N:13]=[CH:12][C:11]([C:14]([Cl:19])=[O:16])=[CH:10][CH:9]=2)[CH:5]=[CH:6][CH:7]=1. (7) Given the reactants [N+:1]([C:4]1[CH:5]=[C:6]2[C:10](=[CH:11][CH:12]=1)[NH:9][CH:8]=[CH:7]2)([O-:3])=[O:2].[CH3:13][Mg]Br.ClC1C(=O)C(C#N)=C(C#N)C(=O)C=1Cl, predict the reaction product. The product is: [CH3:13][C:5]1[C:4]([N+:1]([O-:3])=[O:2])=[CH:12][CH:11]=[C:10]2[C:6]=1[CH:7]=[CH:8][NH:9]2. (8) Given the reactants [O:1]1[CH:5]=[CH:4][CH:3]=[C:2]1[C:6]1[N:7]=[C:8]([NH:18][C:19]([C:21]2[CH:26]=[CH:25][N:24]=[CH:23][CH:22]=2)=[O:20])[S:9][C:10]=1[C:11]([C:13]1[CH:17]=[CH:16][NH:15][CH:14]=1)=[O:12].[H-].[Na+].[CH3:29]I.O, predict the reaction product. The product is: [O:1]1[CH:5]=[CH:4][CH:3]=[C:2]1[C:6]1[N:7]=[C:8]([NH:18][C:19]([C:21]2[CH:22]=[CH:23][N:24]=[CH:25][CH:26]=2)=[O:20])[S:9][C:10]=1[C:11]([C:13]1[CH:17]=[CH:16][N:15]([CH3:29])[CH:14]=1)=[O:12].